This data is from Aqueous solubility values for 9,982 compounds from the AqSolDB database. The task is: Regression/Classification. Given a drug SMILES string, predict its absorption, distribution, metabolism, or excretion properties. Task type varies by dataset: regression for continuous measurements (e.g., permeability, clearance, half-life) or binary classification for categorical outcomes (e.g., BBB penetration, CYP inhibition). For this dataset (solubility_aqsoldb), we predict Y. (1) The drug is CN(C)C(CSS(=O)(=O)c1ccccc1)CSS(=O)(=O)c1ccccc1. The Y is -5.76 log mol/L. (2) The compound is O=[N+]([O-])C(Cl)(Cl)Cl. The Y is -2.01 log mol/L. (3) The compound is O=C[O-].[Na+]. The Y is 1.01 log mol/L. (4) The molecule is CCOC(C)CCO. The Y is -0.374 log mol/L. (5) The drug is Nc1ncnc2c1ncn2[C@]1(CO)O[C@H](CO)[C@@H](O)[C@H]1O. The Y is -1.57 log mol/L. (6) The compound is N#Cc1cccc(N=C=S)c1. The Y is -3.19 log mol/L. (7) The Y is -2.69 log mol/L. The compound is COc1ccc(CCNC(=O)CNc2cccc(C(N)=O)c2)cc1OC.